From a dataset of Antibody developability classification from SAbDab with 2,409 antibodies. Regression/Classification. Given an antibody's heavy chain and light chain sequences, predict its developability. TAP uses regression for 5 developability metrics; SAbDab uses binary classification. (1) The antibody is ['QVQLVQSGAEVKKPGASVKVSCHASGFRFTDHYINWLRQAPGQEFEWIGWINPGNSVTHYAQKFQARVTMTRFGSTIYMELNRLRSDDTAVYYCAREPYDFHSGLEGSLDYWGQGTLVTVSG', 'DIVMTQSPLSLPVTLGQPASISCRSSQSLVHNYGNTYLNWFQQRPGQSPRRLIYKVSGRDSGVPDRFSGGGSGTDFTLKISSVEAEDVGVYYCMQGTHWPRTFGQGTKLEIN']. Result: 0 (not developable). (2) The antibody is ['QVQLQESGPGLVKPSETLSLTCSVSGASISSYYWIWIRQPAGKGLEWIGRFYTSGSPNYNPSLRSRVTMSVDTSKNQFSLKLTSVTAADTAVYYCAREEHITFGGVIVRYWGQGTLVTVSP', 'DIQMTQSPATLSASVGDRVSITCRASQSISSWLAWYQQKPGKAPKLLIYKASSLESGVPSRFSGSGSGSEFTLTISSLQPDDFAIYYCQQYNSYPWTFGQGTKVEIK']. Result: 0 (not developable). (3) The antibody is ['EVQLVQSGAEVKKPGESLKISCKASGYSFSSYWIAWVRQMPGKGLEWMGFIYPADSDTRYSPSFQGQGTISADKSISTAYLQWSSLKASDTAMYYCAILGFWGANRGGGGMDVWGQGTTVIVSS', 'SYELTQPPSVSVSPGQTARITCSGDALPEKYAYWYQQKSGQAPVLIIYEDSKRPSGIPERFSGSRSGTMATLTISGAQVDDEADYYCYSTNSGGTFFVFGTGTKVTVL']. Result: 0 (not developable). (4) The antibody is ['QSVKESEGDLVKPGASLTLTCKASGFDFTWYTMNWVRQAPGKGLEWIASIGAGVYGSNYYASWAKGRFTISKASSTTVTLQMTSLTVADTATYFCARDGINGGYDIWGPGTLVTVSS', 'LVMTQTESPVSAAVGGTVTIKCQSSQSVYNNRLAWYQQKPGQRPKLLIYSASTLASGVPSRFKGSGSGTQFTLTISDLEWGDAATYYCHGGYRSNDDRYAFSGGTELEIL']. Result: 0 (not developable). (5) The antibody is ['QVTLKESGPGILQPSQTLSLTCSFSGFSLSTYGMGVGWIRQPSGKGLEWLAHIWWDDVKRYNPALKSRLTISKDTSGSQVFLKIASVDTSDTATYYCARMGSDYDVWFDYWGQGTLVTVSA', 'DVQITQSPSYLAASPGETITLNCRASKSISKYLAWYQEKPGKTNKLLIYSGSTLQSGIPSRFSGSGSGTDFTLTISSLEPEDFAMYFCQQHNEYPYTFGGGTKLEIK']. Result: 1 (developable).